From a dataset of CYP3A4 inhibition data for predicting drug metabolism from PubChem BioAssay. Regression/Classification. Given a drug SMILES string, predict its absorption, distribution, metabolism, or excretion properties. Task type varies by dataset: regression for continuous measurements (e.g., permeability, clearance, half-life) or binary classification for categorical outcomes (e.g., BBB penetration, CYP inhibition). Dataset: cyp3a4_veith. (1) The compound is CCCCOP(=O)(c1ccc(N(C)C)cc1)C(O)c1cccnc1. The result is 0 (non-inhibitor). (2) The molecule is COc1cc2c(cc1OC)-c1cc3nc4ccccc4nc3n1C(C)(C)C2. The result is 1 (inhibitor). (3) The molecule is CN(C)c1ccc(-c2nc(N(C)C)c3ccccc3n2)cc1. The result is 1 (inhibitor). (4) The molecule is CS(=O)(=O)O.c1ccc(-c2ccc3c(c2)c2c4n3CCN=C4CCC2)cc1. The result is 0 (non-inhibitor). (5) The compound is CC(C)c1ccc(C(O)(C(=O)O)c2ccc(C(C)C)cc2)cc1. The result is 0 (non-inhibitor). (6) The drug is CC[C@H](NC(=O)c1c(C)c(-c2ccccc2)nc2ccccc12)c1ccccc1. The result is 1 (inhibitor). (7) The compound is N#CC(C#N)=Cc1ccc(O)c(O)c1. The result is 1 (inhibitor).